This data is from Peptide-MHC class I binding affinity with 185,985 pairs from IEDB/IMGT. The task is: Regression. Given a peptide amino acid sequence and an MHC pseudo amino acid sequence, predict their binding affinity value. This is MHC class I binding data. (1) The peptide sequence is REAYCQEFSL. The MHC is HLA-B44:03 with pseudo-sequence HLA-B44:03. The binding affinity (normalized) is 0.266. (2) The peptide sequence is VLDIISSKQY. The MHC is HLA-A31:01 with pseudo-sequence HLA-A31:01. The binding affinity (normalized) is 0.422.